The task is: Predict the reaction yield, written as a fraction of the theoretical maximum amount of product (1.0 means a 100% yield; for example, 0.34 means a 34% yield).. This data is from Reaction yield outcomes from USPTO patents with 853,638 reactions. (1) The yield is 0.680. The reactants are [BH-](OC(C)=O)(OC(C)=O)OC(C)=O.[Na+].[Br:15][C:16]1[N:21]=[C:20]([CH:22]=O)[CH:19]=[CH:18][CH:17]=1.[NH:24]1[CH2:29][CH2:28][O:27][CH2:26][CH2:25]1.C([O-])(O)=O.[Na+]. The catalyst is ClCCCl. The product is [Br:15][C:16]1[N:21]=[C:20]([CH2:22][N:24]2[CH2:29][CH2:28][O:27][CH2:26][CH2:25]2)[CH:19]=[CH:18][CH:17]=1. (2) The reactants are [CH:1]1[CH:6]=[C:5]2[CH:7]=[CH:8][CH:9]=[C:10]([CH:11]=[O:12])[C:4]2=[CH:3][CH:2]=1.C(O[CH2:17][CH:18]=[CH2:19])(=O)C.O.CCN(CC)CC.CC1C(C)=C(C)C(C)=C(C)C=1C. The catalyst is O1CCOCC1. The product is [C:10]1([CH:11]([OH:12])[CH2:19][CH:18]=[CH2:17])[C:4]2[C:5](=[CH:6][CH:1]=[CH:2][CH:3]=2)[CH:7]=[CH:8][CH:9]=1. The yield is 0.790.